Task: Predict the product of the given reaction.. Dataset: Forward reaction prediction with 1.9M reactions from USPTO patents (1976-2016) (1) Given the reactants Cl.[S:2]1[C:6]([NH2:7])=[CH:5][N:4]=[CH:3]1.[Br:8][C:9]1[CH:14]=[C:13]([C:15]([F:18])([F:17])[F:16])[CH:12]=[CH:11][C:10]=1[N:19]1[CH2:24][CH2:23][O:22][C:21]2[CH:25]=[C:26]([S:29](Cl)(=[O:31])=[O:30])[CH:27]=[CH:28][C:20]1=2.[Li+].C[Si]([N-][Si](C)(C)C)(C)C, predict the reaction product. The product is: [Br:8][C:9]1[CH:14]=[C:13]([C:15]([F:18])([F:16])[F:17])[CH:12]=[CH:11][C:10]=1[N:19]1[CH2:24][CH2:23][O:22][C:21]2[CH:25]=[C:26]([S:29]([NH:7][C:6]3[S:2][CH:3]=[N:4][CH:5]=3)(=[O:30])=[O:31])[CH:27]=[CH:28][C:20]1=2. (2) The product is: [Br:18][CH:19]([CH3:23])[C:20]([N:9]([CH2:8][CH:5]([CH2:6][CH3:7])[CH2:4][CH2:3][CH2:2][CH3:1])[CH2:10][CH:11]([CH2:12][CH3:13])[CH2:14][CH2:15][CH2:16][CH3:17])=[O:21]. Given the reactants [CH3:1][CH2:2][CH2:3][CH2:4][CH:5]([CH2:8][NH:9][CH2:10][CH:11]([CH2:14][CH2:15][CH2:16][CH3:17])[CH2:12][CH3:13])[CH2:6][CH3:7].[Br:18][CH:19]([CH3:23])[C:20](Cl)=[O:21], predict the reaction product. (3) Given the reactants [CH3:1][C:2]1[CH:3]=[CH:4][C:5]([C:11]2[CH:16]=[CH:15][CH:14]=[C:13]([CH3:17])[N:12]=2)=[C:6]([CH:10]=1)[C:7]([OH:9])=O.[CH3:18][C@@H:19]1[CH2:24][CH2:23][CH2:22][NH:21][C@@H:20]1[CH2:25][NH:26][C:27](=[O:33])[O:28][C:29]([CH3:32])([CH3:31])[CH3:30].CCN(C(C)C)C(C)C.F[B-](F)(F)F.N1(OC(N(C)C)=[N+](C)C)C2C=CC=CC=2N=N1, predict the reaction product. The product is: [CH3:18][C@@H:19]1[CH2:24][CH2:23][CH2:22][N:21]([C:7](=[O:9])[C:6]2[CH:10]=[C:2]([CH3:1])[CH:3]=[CH:4][C:5]=2[C:11]2[CH:16]=[CH:15][CH:14]=[C:13]([CH3:17])[N:12]=2)[C@@H:20]1[CH2:25][NH:26][C:27](=[O:33])[O:28][C:29]([CH3:32])([CH3:31])[CH3:30]. (4) Given the reactants [Cl:1][C:2]1[CH:3]=[CH:4][C:5]([CH2:8][O:9][C:10]2[CH:15]=[CH:14][N:13]([C:16]3[CH:17]=[N:18][C:19](F)=[CH:20][CH:21]=3)[C:12](=[O:23])[CH:11]=2)=[N:6][CH:7]=1.[CH2:24]1[C:28]2([CH2:32][CH2:31][NH:30][CH2:29]2)[CH2:27][CH2:26][N:25]1[C:33]([O:35][C:36]([CH3:39])([CH3:38])[CH3:37])=[O:34].C([O-])([O-])=O.[K+].[K+], predict the reaction product. The product is: [Cl:1][C:2]1[CH:3]=[CH:4][C:5]([CH2:8][O:9][C:10]2[CH:15]=[CH:14][N:13]([C:16]3[CH:17]=[N:18][C:19]([N:30]4[CH2:31][CH2:32][C:28]5([CH2:24][N:25]([C:33]([O:35][C:36]([CH3:37])([CH3:38])[CH3:39])=[O:34])[CH2:26][CH2:27]5)[CH2:29]4)=[CH:20][CH:21]=3)[C:12](=[O:23])[CH:11]=2)=[N:6][CH:7]=1. (5) Given the reactants [CH3:1][N:2]1[CH2:24][CH2:23][C:5]2[N:6]([CH2:13][CH:14]([C:16]3[CH:21]=[CH:20][C:19]([CH3:22])=[CH:18][CH:17]=3)O)[C:7]3[CH:8]=[CH:9][CH:10]=[CH:11][C:12]=3[C:4]=2[CH2:3]1.S(=O)(=O)(O)O.[OH-].[K+], predict the reaction product. The product is: [CH3:1][N:2]1[CH2:24][CH2:23][C:5]2[N:6]([CH:13]=[CH:14][C:16]3[CH:17]=[CH:18][C:19]([CH3:22])=[CH:20][CH:21]=3)[C:7]3[CH:8]=[CH:9][CH:10]=[CH:11][C:12]=3[C:4]=2[CH2:3]1. (6) The product is: [C:1]([CH2:5][C:6]([O:8][CH2:9][CH2:10][C:14]#[N:15])=[O:7])(=[O:4])[CH2:2][CH3:3]. Given the reactants [C:1]([CH2:5][C:6]([O:8][CH2:9][CH3:10])=[O:7])(=[O:4])[CH2:2][CH3:3].OCC[C:14]#[N:15], predict the reaction product. (7) Given the reactants [CH2:1]([O:8][C:9]([N:11]1[CH2:15][CH2:14][C@H:13]([O:16][CH2:17][CH2:18][O:19][CH2:20][CH2:21][OH:22])[CH2:12]1)=[O:10])[C:2]1[CH:7]=[CH:6][CH:5]=[CH:4][CH:3]=1.[H-].[Na+].Br[CH2:26][C:27]([O:29][CH2:30][CH3:31])=[O:28].[Cl-].[NH4+], predict the reaction product. The product is: [CH2:1]([O:8][C:9]([N:11]1[CH2:15][CH2:14][C@H:13]([O:16][CH2:17][CH2:18][O:19][CH2:20][CH2:21][O:22][CH2:26][C:27]([O:29][CH2:30][CH3:31])=[O:28])[CH2:12]1)=[O:10])[C:2]1[CH:7]=[CH:6][CH:5]=[CH:4][CH:3]=1. (8) Given the reactants F[P-](F)(F)(F)(F)F.N1(O[P+](N(C)C)(N(C)C)N(C)C)C2C=CC=CC=2N=N1.[F:28][C:29]1[CH:34]=[CH:33][CH:32]=[CH:31][C:30]=1[CH2:35][CH2:36][NH:37][C:38](=[O:52])[CH2:39][C:40]1([C:46]2[CH:51]=[CH:50][CH:49]=[CH:48][CH:47]=2)[CH2:45][CH2:44][NH:43][CH2:42][CH2:41]1.[F:53][C:54]1[CH:59]=[CH:58][C:57]([CH2:60][CH2:61][C:62](O)=[O:63])=[CH:56][CH:55]=1.C(N(CC)CC)C, predict the reaction product. The product is: [F:28][C:29]1[CH:34]=[CH:33][CH:32]=[CH:31][C:30]=1[CH2:35][CH2:36][NH:37][C:38](=[O:52])[CH2:39][C:40]1([C:46]2[CH:51]=[CH:50][CH:49]=[CH:48][CH:47]=2)[CH2:45][CH2:44][N:43]([C:62](=[O:63])[CH2:61][CH2:60][C:57]2[CH:58]=[CH:59][C:54]([F:53])=[CH:55][CH:56]=2)[CH2:42][CH2:41]1.